Dataset: Full USPTO retrosynthesis dataset with 1.9M reactions from patents (1976-2016). Task: Predict the reactants needed to synthesize the given product. (1) Given the product [N:29]1[CH:30]=[CH:31][C:26]([C:2]2[NH:33][NH:32][C:4](=[O:6])[C:3]=2[C:8]2[CH:13]=[CH:12][C:11]([O:14][CH2:15][C:16]3[CH:25]=[CH:24][C:23]4[C:18](=[CH:19][CH:20]=[CH:21][CH:22]=4)[N:17]=3)=[CH:10][CH:9]=2)=[CH:27][CH:28]=1, predict the reactants needed to synthesize it. The reactants are: O=[C:2]([C:26]1[CH:31]=[CH:30][N:29]=[CH:28][CH:27]=1)[CH:3]([C:8]1[CH:13]=[CH:12][C:11]([O:14][CH2:15][C:16]2[CH:25]=[CH:24][C:23]3[C:18](=[CH:19][CH:20]=[CH:21][CH:22]=3)[N:17]=2)=[CH:10][CH:9]=1)[C:4]([O:6]C)=O.[NH2:32][NH2:33].O. (2) Given the product [CH2:1]([N:8]1[C:17]2[C:12](=[CH:13][C:14]([O:18][C:27](=[O:28])[NH:26][CH2:19][CH2:20][CH2:21][CH2:22][CH2:23][CH2:24][CH3:25])=[CH:15][CH:16]=2)[CH2:11][CH2:10][CH2:9]1)[C:2]1[CH:3]=[CH:4][CH:5]=[CH:6][CH:7]=1, predict the reactants needed to synthesize it. The reactants are: [CH2:1]([N:8]1[C:17]2[C:12](=[CH:13][C:14]([OH:18])=[CH:15][CH:16]=2)[CH2:11][CH2:10][CH2:9]1)[C:2]1[CH:7]=[CH:6][CH:5]=[CH:4][CH:3]=1.[CH2:19]([N:26]=[C:27]=[O:28])[CH2:20][CH2:21][CH2:22][CH2:23][CH2:24][CH3:25].N1C=CC=CC=1. (3) Given the product [F:29][C:30]1[CH:35]=[CH:34][CH:33]=[CH:32][C:31]=1[O:1][C@H:2]([C:23]1[CH:24]=[CH:25][CH:26]=[CH:27][CH:28]=1)[CH2:3][CH2:4][N:5]1[CH2:10][CH2:9][CH:8]([C:11]2[CH:12]=[C:13]([NH:17][C:18](=[O:22])[CH:19]([CH3:21])[CH3:20])[CH:14]=[CH:15][CH:16]=2)[CH2:7][CH2:6]1, predict the reactants needed to synthesize it. The reactants are: [OH:1][C@@H:2]([C:23]1[CH:28]=[CH:27][CH:26]=[CH:25][CH:24]=1)[CH2:3][CH2:4][N:5]1[CH2:10][CH2:9][CH:8]([C:11]2[CH:12]=[C:13]([NH:17][C:18](=[O:22])[CH:19]([CH3:21])[CH3:20])[CH:14]=[CH:15][CH:16]=2)[CH2:7][CH2:6]1.[F:29][C:30]1[CH:35]=[CH:34][CH:33]=[CH:32][C:31]=1O.C1(P(C2C=CC=CC=2)C2C=CC=CC=2)C=CC=CC=1.N(C(OCC)=O)=NC(OCC)=O.N. (4) Given the product [C:17]([C:13]1[CH:12]=[C:11]([NH:10][CH2:9][CH2:8][NH:7][C:5](=[O:6])/[CH:4]=[CH:3]/[C:2]([F:1])([F:27])[C:23]([F:26])([F:24])[F:25])[CH:16]=[CH:15][N:14]=1)(=[O:18])[CH3:22], predict the reactants needed to synthesize it. The reactants are: [F:1][C:2]([F:27])([C:23]([F:26])([F:25])[F:24])/[CH:3]=[CH:4]/[C:5]([NH:7][CH2:8][CH2:9][NH:10][C:11]1[CH:16]=[CH:15][N:14]=[C:13]([C:17]2([CH3:22])OCC[O:18]2)[CH:12]=1)=[O:6].Cl. (5) Given the product [NH2:1][C:3]1[N:4]=[C:5]([S:14][CH3:15])[N:6]=[N:7][C:8]=1[C:9]([O:11][CH2:12][CH3:13])=[O:10], predict the reactants needed to synthesize it. The reactants are: [NH3:1].Cl[C:3]1[N:4]=[C:5]([S:14][CH3:15])[N:6]=[N:7][C:8]=1[C:9]([O:11][CH2:12][CH3:13])=[O:10]. (6) Given the product [CH3:43][O:42][C:39]1[CH:38]=[CH:37][C:36]([C:35]([NH:17][C:10]2[CH2:11][S:12](=[O:16])(=[O:15])[CH2:13][CH2:14][C@:8]([C:6]3[CH:7]=[C:2]([Br:1])[CH:3]=[CH:4][C:5]=3[F:21])([CH:18]([F:19])[F:20])[N:9]=2)([C:34]2[CH:33]=[CH:32][C:31]([O:30][CH3:29])=[CH:52][CH:51]=2)[C:44]2[CH:49]=[CH:48][CH:47]=[CH:46][CH:45]=2)=[CH:41][CH:40]=1, predict the reactants needed to synthesize it. The reactants are: [Br:1][C:2]1[CH:3]=[CH:4][C:5]([F:21])=[C:6]([C@:8]2([CH:18]([F:20])[F:19])[CH2:14][CH2:13][S:12](=[O:16])(=[O:15])[CH2:11][C:10]([NH2:17])=[N:9]2)[CH:7]=1.C(N(CC)CC)C.[CH3:29][O:30][C:31]1[CH:52]=[CH:51][C:34]([C:35](Cl)([C:44]2[CH:49]=[CH:48][CH:47]=[CH:46][CH:45]=2)[C:36]2[CH:41]=[CH:40][C:39]([O:42][CH3:43])=[CH:38][CH:37]=2)=[CH:33][CH:32]=1. (7) Given the product [CH3:23][C:20]1[CH:21]=[CH:22][C:17]([N:7]2[C:15]3[C:10](=[CH:11][CH:12]=[CH:13][CH:14]=3)[CH:9]=[CH:8]2)=[CH:18][CH:19]=1, predict the reactants needed to synthesize it. The reactants are: CC([O-])(C)C.[Na+].[NH:7]1[C:15]2[C:10](=[CH:11][CH:12]=[CH:13][CH:14]=2)[CH:9]=[CH:8]1.Br[C:17]1[CH:22]=[CH:21][C:20]([CH3:23])=[CH:19][CH:18]=1. (8) Given the product [Br:1][C:2]1[N:6]2[CH:7]=[CH:8][CH:9]=[C:10]([Cl:11])[C:5]2=[N:4][C:3]=1[CH2:12][N:18]1[C:14](=[O:24])[C:15]2[C:16](=[CH:20][CH:21]=[CH:22][CH:23]=2)[C:17]1=[O:19], predict the reactants needed to synthesize it. The reactants are: [Br:1][C:2]1[N:6]2[CH:7]=[CH:8][CH:9]=[C:10]([Cl:11])[C:5]2=[N:4][C:3]=1[CH2:12]Cl.[C:14]1(=[O:24])[NH:18][C:17](=[O:19])[C:16]2=[CH:20][CH:21]=[CH:22][CH:23]=[C:15]12.C([O-])([O-])=O.[K+].[K+].